Dataset: Full USPTO retrosynthesis dataset with 1.9M reactions from patents (1976-2016). Task: Predict the reactants needed to synthesize the given product. Given the product [CH:12]1([NH:18][C:19]2[N:3]3[C:4]4[C:9]([CH:10]=[CH:11][C:2]3=[N:1][C:20]=2[C:21]2[CH:26]=[CH:25][CH:24]=[CH:23][CH:22]=2)=[CH:8][CH:7]=[CH:6][CH:5]=4)[CH2:17][CH2:16][CH2:15][CH2:14][CH2:13]1, predict the reactants needed to synthesize it. The reactants are: [NH2:1][C:2]1[CH:11]=[CH:10][C:9]2[C:4](=[CH:5][CH:6]=[CH:7][CH:8]=2)[N:3]=1.[CH:12]1([N+:18]#[C-:19])[CH2:17][CH2:16][CH2:15][CH2:14][CH2:13]1.[CH:20](=O)[C:21]1[CH:26]=[CH:25][CH:24]=[CH:23][CH:22]=1.